Dataset: Reaction yield outcomes from USPTO patents with 853,638 reactions. Task: Predict the reaction yield, written as a fraction of the theoretical maximum amount of product (1.0 means a 100% yield; for example, 0.34 means a 34% yield). (1) The reactants are [OH:1][C:2]([CH3:35])([CH3:34])[CH2:3][C@@:4]1([C:28]2[CH:33]=[CH:32][CH:31]=[CH:30][CH:29]=2)[O:9][C:8](=[O:10])[N:7]([C@H:11]([C:13]2[CH:18]=[CH:17][C:16](B3OC(C)(C)C(C)(C)O3)=[CH:15][CH:14]=2)[CH3:12])[CH2:6][CH2:5]1.[CH2:36]([O:38][C:39]([C:41]1([C:44]2[N:45]=[N:46][C:47](Cl)=[CH:48][CH:49]=2)[CH2:43][CH2:42]1)=[O:40])[CH3:37]. No catalyst specified. The product is [CH2:36]([O:38][C:39]([C:41]1([C:44]2[N:45]=[N:46][C:47]([C:16]3[CH:15]=[CH:14][C:13]([C@@H:11]([N:7]4[CH2:6][CH2:5][C@:4]([CH2:3][C:2]([OH:1])([CH3:35])[CH3:34])([C:28]5[CH:33]=[CH:32][CH:31]=[CH:30][CH:29]=5)[O:9][C:8]4=[O:10])[CH3:12])=[CH:18][CH:17]=3)=[CH:48][CH:49]=2)[CH2:43][CH2:42]1)=[O:40])[CH3:37]. The yield is 0.440. (2) The reactants are [NH:1]1[CH:5]=[N:4][CH:3]=[N:2]1.[Na].[F:7][C:8]1[CH:13]=[C:12]([F:14])[CH:11]=[CH:10][C:9]=1[C:15]1([C:18]([C:20]2[CH:25]=[CH:24][C:23]([I:26])=[CH:22][CH:21]=2)=[CH2:19])[CH2:17][O:16]1. The catalyst is CN(C=O)C. The product is [F:7][C:8]1[CH:13]=[C:12]([F:14])[CH:11]=[CH:10][C:9]=1[C:15]([OH:16])([C:18]([C:20]1[CH:21]=[CH:22][C:23]([I:26])=[CH:24][CH:25]=1)=[CH2:19])[CH2:17][N:1]1[CH:5]=[N:4][CH:3]=[N:2]1. The yield is 0.610. (3) The reactants are [CH2:1]([O:3][C:4]([C:6]1[C:11](=[O:12])[N:10]([CH2:13][C:14]2[CH:19]=[CH:18][CH:17]=[CH:16][CH:15]=2)[C:9]2[S:20][CH:21]=[C:22]([CH3:23])[C:8]=2[C:7]=1O)=[O:5])[CH3:2].C(OC(C1C(=O)N(CC2C=CC=CC=2)C2SC=CC=2C=1[N:47]1[CH2:52][CH2:51][N:50]([C:53]([C:55]2[S:56][CH:57]=[CH:58][CH:59]=2)=[O:54])[CH2:49][CH2:48]1)=O)C. No catalyst specified. The product is [CH2:1]([O:3][C:4]([C:6]1[C:11](=[O:12])[N:10]([CH2:13][C:14]2[CH:19]=[CH:18][CH:17]=[CH:16][CH:15]=2)[C:9]2[S:20][CH:21]=[C:22]([CH3:23])[C:8]=2[C:7]=1[N:47]1[CH2:52][CH2:51][N:50]([C:53]([C:55]2[S:56][CH:57]=[CH:58][CH:59]=2)=[O:54])[CH2:49][CH2:48]1)=[O:5])[CH3:2]. The yield is 0.160. (4) The yield is 0.430. The reactants are [CH3:1][O:2][C:3]1[CH:20]=[CH:19][C:6]([CH2:7][NH:8][C:9]2[CH:10]=[C:11]3[C:16](=[CH:17][CH:18]=2)[CH2:15][NH:14][CH2:13][CH2:12]3)=[CH:5][CH:4]=1.C(O[C:24]1(O[Si](C)(C)C)[CH2:26][CH2:25]1)C.CC(O)=O.[BH3-]C#N.[Na+]. The catalyst is CO. The product is [CH:24]1([N:14]2[CH2:13][CH2:12][C:11]3[C:16](=[CH:17][CH:18]=[C:9]([NH:8][CH2:7][C:6]4[CH:5]=[CH:4][C:3]([O:2][CH3:1])=[CH:20][CH:19]=4)[CH:10]=3)[CH2:15]2)[CH2:26][CH2:25]1. (5) The reactants are [Cl:1][C:2]1[N:7]=[C:6]([Cl:8])[C:5]([CH:9]([CH3:11])[CH3:10])=[C:4]([O:12][C:13]2[CH:18]=[C:17]([CH3:19])[CH:16]=[C:15]([CH3:20])[CH:14]=2)[N:3]=1.C1C(=O)N([Br:28])C(=O)C1.C(OOC(=O)C1C=CC=CC=1)(=O)C1C=CC=CC=1. The catalyst is C(Cl)(Cl)(Cl)Cl.[W]. The product is [Br:28][CH2:19][C:17]1[CH:18]=[C:13]([CH:14]=[C:15]([CH3:20])[CH:16]=1)[O:12][C:4]1[C:5]([CH:9]([CH3:10])[CH3:11])=[C:6]([Cl:8])[N:7]=[C:2]([Cl:1])[N:3]=1. The yield is 0.620. (6) The reactants are C([O:8][C:9]1[N:10]=[N:11][C:12]([C:23]#[C:24][C:25]2[CH:30]=[CH:29][CH:28]=[C:27]([CH:31]([F:33])[F:32])[CH:26]=2)=[CH:13][C:14]=1[O:15]CC1C=CC=CC=1)C1C=CC=CC=1. The catalyst is C(O)C.O1CCCC1. The product is [F:33][CH:31]([F:32])[C:27]1[CH:26]=[C:25]([CH2:24][CH2:23][C:12]2[CH:13]=[C:14]([OH:15])[C:9](=[O:8])[NH:10][N:11]=2)[CH:30]=[CH:29][CH:28]=1. The yield is 0.320.